Dataset: Reaction yield outcomes from USPTO patents with 853,638 reactions. Task: Predict the reaction yield, written as a fraction of the theoretical maximum amount of product (1.0 means a 100% yield; for example, 0.34 means a 34% yield). (1) The reactants are [Cl:1][C:2]1[CH:3]=[C:4]([C:9]2[CH:13]=[CH:12][N:11]([CH2:14][CH:15]3[CH2:17][O:16]3)[N:10]=2)[CH:5]=[CH:6][C:7]=1[Cl:8].[CH3:18][C:19]1[CH:24]=[CH:23][CH:22]=[CH:21][C:20]=1[N:25]1[CH2:30][CH2:29][NH:28][CH2:27][CH2:26]1. The catalyst is CCO. The product is [Cl:1][C:2]1[CH:3]=[C:4]([C:9]2[CH:13]=[CH:12][N:11]([CH2:14][CH:15]([OH:16])[CH2:17][N:28]3[CH2:29][CH2:30][N:25]([C:20]4[CH:21]=[CH:22][CH:23]=[CH:24][C:19]=4[CH3:18])[CH2:26][CH2:27]3)[N:10]=2)[CH:5]=[CH:6][C:7]=1[Cl:8]. The yield is 0.700. (2) The reactants are [CH3:1][N:2]([S:20]([C:23]1[S:24][CH:25]=[CH:26][CH:27]=1)(=[O:22])=[O:21])[C:3]1[CH:4]=[C:5]([O:15][C:16]([F:19])([F:18])[F:17])[CH:6]=[C:7]2[C:11]=1[NH:10][C:9]([C:12](O)=[O:13])=[CH:8]2.[CH2:28]([S:35][CH:36]([CH:39]([O:42][CH3:43])[O:40][CH3:41])[CH2:37][NH2:38])[C:29]1[CH:34]=[CH:33][CH:32]=[CH:31][CH:30]=1.C(N(C(C)C)CC)(C)C.F[P-](F)(F)(F)(F)F.N1(OC(N(C)C)=[N+](C)C)C2N=CC=CC=2N=N1. The catalyst is O.CN(C)C=O. The product is [CH2:28]([S:35][CH:36]([CH:39]([O:40][CH3:41])[O:42][CH3:43])[CH2:37][NH:38][C:12]([C:9]1[NH:10][C:11]2[C:7]([CH:8]=1)=[CH:6][C:5]([O:15][C:16]([F:17])([F:19])[F:18])=[CH:4][C:3]=2[N:2]([CH3:1])[S:20]([C:23]1[S:24][CH:25]=[CH:26][CH:27]=1)(=[O:21])=[O:22])=[O:13])[C:29]1[CH:34]=[CH:33][CH:32]=[CH:31][CH:30]=1. The yield is 0.670. (3) The reactants are [Br:1][C:2]1[N:7]=[C:6]([C:8]([O:10]C)=[O:9])[C:5]([O:12][CH3:13])=[CH:4][CH:3]=1.O[Li].O. The catalyst is O1CCOCC1.O. The product is [Br:1][C:2]1[N:7]=[C:6]([C:8]([OH:10])=[O:9])[C:5]([O:12][CH3:13])=[CH:4][CH:3]=1. The yield is 0.730. (4) The reactants are [S:1]1[C:5]2[CH:6]=[CH:7][CH:8]=[CH:9][C:4]=2[N:3]=[C:2]1[CH2:10][C:11]1[CH:27]=[CH:26][C:14]([CH2:15][N:16]2[CH2:21][CH:20]3[CH2:22][CH:17]2[CH2:18][N:19]3C(=O)C)=[CH:13][CH:12]=1.CCN(CC)CC.[CH3:35][S:36](Cl)(=[O:38])=[O:37]. The catalyst is C(Cl)Cl. The product is [CH3:35][S:36]([N:19]1[CH2:18][C@@H:17]2[CH2:22][C@H:20]1[CH2:21][N:16]2[CH2:15][C:14]1[CH:13]=[CH:12][C:11]([CH2:10][C:2]2[S:1][C:5]3[CH:6]=[CH:7][CH:8]=[CH:9][C:4]=3[N:3]=2)=[CH:27][CH:26]=1)(=[O:38])=[O:37]. The yield is 0.620.